This data is from Full USPTO retrosynthesis dataset with 1.9M reactions from patents (1976-2016). The task is: Predict the reactants needed to synthesize the given product. (1) Given the product [CH3:14][C:15]1([CH3:23])[O:20][C:19](=[O:21])[CH:18]([C:11]([C:3]2[CH:4]=[CH:5][C:6]3[O:7][CH2:8][O:9][C:10]=3[C:2]=2[CH3:1])=[O:13])[C:17](=[O:22])[O:16]1, predict the reactants needed to synthesize it. The reactants are: [CH3:1][C:2]1[C:10]2[O:9][CH2:8][O:7][C:6]=2[CH:5]=[CH:4][C:3]=1[C:11]([OH:13])=O.[CH3:14][C:15]1([CH3:23])[O:20][C:19](=[O:21])[CH2:18][C:17](=[O:22])[O:16]1.CCN=C=NCCCN(C)C.Cl. (2) Given the product [Cl:1][C:2]1[CH:3]=[CH:4][C:5]([C:8]2([OH:34])[CH2:9][CH2:10][N:11]([CH2:14][CH2:15][CH2:16][CH:17]3[C:23]4[CH:24]=[CH:25][CH:26]=[CH:27][C:22]=4[CH2:21][S:20][C:19]4[CH:28]=[CH:29][CH:30]=[CH:31][C:18]3=4)[CH2:12][CH2:13]2)=[CH:6][CH:7]=1, predict the reactants needed to synthesize it. The reactants are: [Cl:1][C:2]1[CH:7]=[CH:6][C:5]([C:8]2([OH:34])[CH2:13][CH2:12][N:11]([CH2:14][CH2:15][CH2:16][C:17]3(C#N)[C:23]4[CH:24]=[CH:25][CH:26]=[CH:27][C:22]=4[CH2:21][S:20][C:19]4[CH:28]=[CH:29][CH:30]=[CH:31][C:18]3=4)[CH2:10][CH2:9]2)=[CH:4][CH:3]=1.O.[OH-].[Na+].